Dataset: Catalyst prediction with 721,799 reactions and 888 catalyst types from USPTO. Task: Predict which catalyst facilitates the given reaction. (1) Reactant: [BH4-].[Na+].[O:3]=[C:4]1[CH2:10][CH:9]([CH:11]=[O:12])[C:6]2([CH2:8][CH2:7]2)[NH:5]1. Product: [OH:12][CH2:11][CH:9]1[C:6]2([CH2:8][CH2:7]2)[NH:5][C:4](=[O:3])[CH2:10]1. The catalyst class is: 24. (2) Reactant: [F:1][C:2]1[CH:3]=[C:4]2[C:8](=[CH:9][CH:10]=1)[NH:7][C:6](=O)[C:5]2(O)[CH2:12][C:13](=[O:15])[CH3:14].C(OCC)(=O)C.O. Product: [F:1][C:2]1[CH:3]=[C:4]2[C:8](=[CH:9][CH:10]=1)[NH:7][CH:6]=[C:5]2[CH2:12][CH:13]([OH:15])[CH3:14]. The catalyst class is: 1. (3) Reactant: [C:1](Cl)(=[O:5])[CH:2]([CH3:4])[CH3:3].[O:7]([C:14]1[CH:19]=[CH:18][C:17]([C:20]2[C:28]3[C:27]([NH2:29])=[N:26][CH:25]=[N:24][C:23]=3[NH:22][CH:21]=2)=[CH:16][CH:15]=1)[C:8]1[CH:13]=[CH:12][CH:11]=[CH:10][CH:9]=1.CN(C)C=O. Product: [C:1]([N:22]1[C:23]2[N:24]=[CH:25][N:26]=[C:27]([NH2:29])[C:28]=2[C:20]([C:17]2[CH:16]=[CH:15][C:14]([O:7][C:8]3[CH:13]=[CH:12][CH:11]=[CH:10][CH:9]=3)=[CH:19][CH:18]=2)=[CH:21]1)(=[O:5])[CH:2]([CH3:4])[CH3:3]. The catalyst class is: 17. (4) Reactant: [Br:1][C:2]1[CH:7]=[CH:6][C:5]([CH:8]([CH3:14])[C:9]([O:11]CC)=[O:10])=[CH:4][CH:3]=1.[OH-].[Li+].Cl. Product: [Br:1][C:2]1[CH:3]=[CH:4][C:5]([CH:8]([CH3:14])[C:9]([OH:11])=[O:10])=[CH:6][CH:7]=1. The catalyst class is: 30. (5) Reactant: N#N.[NH:3]1[C:7]2[CH:8]=[CH:9][CH:10]=[CH:11][C:6]=2[N:5]=[C:4]1[CH:12]([NH2:24])[CH2:13][C:14]1[CH:19]=[CH:18][C:17]([C:20]([F:23])([F:22])[CH3:21])=[CH:16][CH:15]=1.[C:25](N1C=CN=C1)(N1C=CN=C1)=[O:26].O. Product: [F:22][C:20]([C:17]1[CH:18]=[CH:19][C:14]([CH2:13][CH:12]2[C:4]3=[N:5][C:6]4[CH:11]=[CH:10][CH:9]=[CH:8][C:7]=4[N:3]3[C:25](=[O:26])[NH:24]2)=[CH:15][CH:16]=1)([F:23])[CH3:21]. The catalyst class is: 721. (6) Reactant: [CH3:1][O:2][C:3]1[N:4]=[C:5]2[C:10](=[CH:11][CH:12]=1)[N:9]=[CH:8][CH:7]=[C:6]2OS(C(F)(F)F)(=O)=O.C([Sn](CCCC)(CCCC)[C:26](=[CH2:31])[C:27]([O:29][CH3:30])=[O:28])CCC.[SnH4].[Li+].[Cl-]. Product: [CH3:1][O:2][C:3]1[N:4]=[C:5]2[C:10](=[CH:11][CH:12]=1)[N:9]=[CH:8][CH:7]=[C:6]2[C:26](=[CH2:31])[C:27]([O:29][CH3:30])=[O:28]. The catalyst class is: 441. (7) Reactant: Cl[C:2]1[C:11]2[C:6](=[CH:7][CH:8]=[CH:9][CH:10]=2)[C:5]([Cl:12])=[N:4][N:3]=1.[CH3:13][C@H:14]1[CH2:19][NH:18][CH2:17][CH2:16][N:15]1[C:20]([O:22][C:23]([CH3:26])([CH3:25])[CH3:24])=[O:21].C(N(CC)CC)C.O. Product: [Cl:12][C:5]1[C:6]2[C:11](=[CH:10][CH:9]=[CH:8][CH:7]=2)[C:2]([N:18]2[CH2:17][CH2:16][N:15]([C:20]([O:22][C:23]([CH3:26])([CH3:25])[CH3:24])=[O:21])[C@@H:14]([CH3:13])[CH2:19]2)=[N:3][N:4]=1. The catalyst class is: 16. (8) Reactant: [NH2:1][C:2]1[CH:11]=[C:10]([F:12])[C:9]([F:13])=[CH:8][C:3]=1[C:4]([O:6][CH3:7])=[O:5].[C:14]1(=O)[CH2:17][CH2:16][CH2:15]1.C(O)(=O)C.C(O[BH-](OC(=O)C)OC(=O)C)(=O)C.[Na+]. Product: [CH:14]1([NH:1][C:2]2[CH:11]=[C:10]([F:12])[C:9]([F:13])=[CH:8][C:3]=2[C:4]([O:6][CH3:7])=[O:5])[CH2:17][CH2:16][CH2:15]1. The catalyst class is: 26. (9) The catalyst class is: 2. Reactant: [CH3:1][O:2][C:3]1[CH:4]=[C:5]([CH:7]=[CH:8][C:9]=1[O:10][CH3:11])[NH2:6].[N:12]([C:15]([O:17][CH2:18][CH3:19])=[O:16])=[C:13]=S.C(N(CC)CC)C.[NH:27]1[CH:31]=[C:30]([C:32]([O:34][CH2:35][CH3:36])=[O:33])[CH:29]=[N:28]1.CCN=C=NCCCN(C)C.Cl. Product: [CH2:35]([O:34][C:32]([C:30]1[CH:31]=[N:27][N:28]([C:13]([NH:6][C:5]2[CH:7]=[CH:8][C:9]([O:10][CH3:11])=[C:3]([O:2][CH3:1])[CH:4]=2)=[N:12][C:15]([O:17][CH2:18][CH3:19])=[O:16])[CH:29]=1)=[O:33])[CH3:36]. (10) Reactant: [CH2:1]([Zn]CC)C.CCCCCC.FC(F)(F)C(O)=O.ICI.[CH2:22]([O:24][C:25]([C:27]1[C:28]([CH3:42])=[N:29][N:30]([C:32]2[C:37]([CH2:38][O:39][CH:40]=[CH2:41])=[CH:36][CH:35]=[CH:34][N:33]=2)[CH:31]=1)=[O:26])[CH3:23].Cl. Product: [CH:40]1([O:39][CH2:38][C:37]2[C:32]([N:30]3[CH:31]=[C:27]([C:25]([O:24][CH2:22][CH3:23])=[O:26])[C:28]([CH3:42])=[N:29]3)=[N:33][CH:34]=[CH:35][CH:36]=2)[CH2:1][CH2:41]1. The catalyst class is: 4.